The task is: Predict the reaction yield, written as a fraction of the theoretical maximum amount of product (1.0 means a 100% yield; for example, 0.34 means a 34% yield).. This data is from Reaction yield outcomes from USPTO patents with 853,638 reactions. The reactants are B(Br)(Br)Br.C[O:6][C:7]1[CH:8]=[C:9]2[C:14](=[CH:15][CH:16]=1)[C:13]([CH2:17][CH2:18][CH2:19][CH2:20][CH2:21][CH2:22][CH2:23][CH:24]([CH2:28][CH2:29][CH2:30][C:31]([F:37])([F:36])[C:32]([F:35])([F:34])[F:33])[C:25]([OH:27])=[O:26])=[C:12]([C:38]1[CH:43]=[CH:42][C:41]([O:44]C)=[CH:40][CH:39]=1)[CH:11]=[CH:10]2.O.C(#N)C. The catalyst is ClCCl. The product is [OH:6][C:7]1[CH:8]=[C:9]2[C:14](=[CH:15][CH:16]=1)[C:13]([CH2:17][CH2:18][CH2:19][CH2:20][CH2:21][CH2:22][CH2:23][CH:24]([CH2:28][CH2:29][CH2:30][C:31]([F:36])([F:37])[C:32]([F:33])([F:34])[F:35])[C:25]([OH:27])=[O:26])=[C:12]([C:38]1[CH:39]=[CH:40][C:41]([OH:44])=[CH:42][CH:43]=1)[CH:11]=[CH:10]2. The yield is 0.810.